Task: Predict the reactants needed to synthesize the given product.. Dataset: Full USPTO retrosynthesis dataset with 1.9M reactions from patents (1976-2016) (1) The reactants are: [Cl:1][C:2]1[N:7]=[CH:6][C:5]2[C:8](I)=[N:9][N:10]([C:11]([C:24]3[CH:29]=[CH:28][CH:27]=[CH:26][CH:25]=3)([C:18]3[CH:23]=[CH:22][CH:21]=[CH:20][CH:19]=3)[C:12]3[CH:17]=[CH:16][CH:15]=[CH:14][CH:13]=3)[C:4]=2[CH:3]=1.[CH:31]1(B(O)O)[CH2:33][CH2:32]1.C(=O)([O-])[O-].[K+].[K+].N#N. Given the product [Cl:1][C:2]1[N:7]=[CH:6][C:5]2[C:8]([CH:31]3[CH2:33][CH2:32]3)=[N:9][N:10]([C:11]([C:24]3[CH:29]=[CH:28][CH:27]=[CH:26][CH:25]=3)([C:18]3[CH:23]=[CH:22][CH:21]=[CH:20][CH:19]=3)[C:12]3[CH:17]=[CH:16][CH:15]=[CH:14][CH:13]=3)[C:4]=2[CH:3]=1, predict the reactants needed to synthesize it. (2) Given the product [P:45]([O:57][CH2:58][C@H:59]1[O:63][C@@H:62]([N:64]2[C:73]3[N:72]=[CH:71][N:70]=[C:68]([NH2:69])[C:67]=3[N:66]=[CH:65]2)[C@H:61]([OH:74])[C@@H:60]1[OH:75])([O:48][P:49]([O:52][P:53]([OH:55])([OH:56])=[O:54])([OH:51])=[O:50])(=[O:46])[OH:47].[CH3:76][CH2:77][CH2:78][CH2:79][CH2:80][CH2:81][CH2:82][C:83]([O:85][CH2:86][CH:87]([O:90][C:91]([CH2:93][CH2:94][CH2:95][CH2:96][CH2:97][CH2:98][CH3:99])=[O:92])[CH2:88][OH:89])=[O:84].[CH2:100]([OH:128])[CH:101]([OH:127])[CH2:102][O:103][P:104]([O:107][C@H:108]1[C@H:113]([OH:114])[C@@H:112]([O:115][P:116]([OH:118])([OH:119])=[O:117])[C@H:111]([O:120][P:121]([OH:124])([OH:123])=[O:122])[C@@H:110]([OH:125])[C@H:109]1[OH:126])([OH:106])=[O:105], predict the reactants needed to synthesize it. The reactants are: C1N(CCO)CCN(CCS(O)(=O)=O)C1.C(N(CC(O)=O)CC(O)=O)COCCOCCN(CC(O)=O)CC(O)=O.[Mg+2].[Cl-].[Cl-].[P:45]([O:57][CH2:58][C@H:59]1[O:63][C@@H:62]([N:64]2[C:73]3[N:72]=[CH:71][N:70]=[C:68]([NH2:69])[C:67]=3[N:66]=[CH:65]2)[C@H:61]([OH:74])[C@@H:60]1[OH:75])([O:48][P:49]([O:52][P:53]([OH:56])([OH:55])=[O:54])([OH:51])=[O:50])(=[O:47])[OH:46].[CH3:76][CH2:77][CH2:78][CH2:79][CH2:80][CH2:81][CH2:82][C:83]([O:85][CH2:86][CH:87]([O:90][C:91]([CH2:93][CH2:94][CH2:95][CH2:96][CH2:97][CH2:98][CH3:99])=[O:92])[CH2:88][OH:89])=[O:84].[CH2:100]([OH:128])[CH:101]([OH:127])[CH2:102][O:103][P:104]([O:107][C@H:108]1[C@H:113]([OH:114])[C@@H:112]([O:115][P:116]([OH:119])([OH:118])=[O:117])[C@H:111]([O:120][P:121]([OH:124])([OH:123])=[O:122])[C@@H:110]([OH:125])[C@H:109]1[OH:126])([OH:106])=[O:105]. (3) Given the product [NH2:20][C:18]1[N:19]=[C:14]([N:7]2[C:8]3[C:9](=[N:10][CH:11]=[CH:12][CH:13]=3)[C:5]([CH2:4][C:3]3[CH:23]=[CH:24][CH:25]=[CH:26][C:2]=3[F:1])=[N:6]2)[N:15]=[C:16]2[C:17]=1[N:21]([CH3:28])[C:30](=[O:29])[NH:22]2, predict the reactants needed to synthesize it. The reactants are: [F:1][C:2]1[CH:26]=[CH:25][CH:24]=[CH:23][C:3]=1[CH2:4][C:5]1[C:9]2=[N:10][CH:11]=[CH:12][CH:13]=[C:8]2[N:7]([C:14]2[N:19]=[C:18]([NH2:20])[C:17]([NH2:21])=[C:16]([NH2:22])[N:15]=2)[N:6]=1.I[CH3:28].[O:29]1CCC[CH2:30]1. (4) Given the product [O:1]1[CH:5]=[CH:4][N:3]=[C:2]1[CH:6]([NH:7][S:8]([C:10]([CH3:13])([CH3:12])[CH3:11])=[O:9])[CH3:14], predict the reactants needed to synthesize it. The reactants are: [O:1]1[CH:5]=[CH:4][N:3]=[C:2]1/[CH:6]=[N:7]/[S:8]([C:10]([CH3:13])([CH3:12])[CH3:11])=[O:9].[CH3:14][Mg]Br.